From a dataset of Aqueous solubility values for 9,982 compounds from the AqSolDB database. Regression/Classification. Given a drug SMILES string, predict its absorption, distribution, metabolism, or excretion properties. Task type varies by dataset: regression for continuous measurements (e.g., permeability, clearance, half-life) or binary classification for categorical outcomes (e.g., BBB penetration, CYP inhibition). For this dataset (solubility_aqsoldb), we predict Y. The compound is CNC(=O)Oc1ccccc1OC(C)C. The Y is -2.05 log mol/L.